From a dataset of Forward reaction prediction with 1.9M reactions from USPTO patents (1976-2016). Predict the product of the given reaction. (1) Given the reactants [OH-].[Li+].[Si:3]([O:10][CH2:11][CH2:12][NH:13][C:14]1[CH:19]=[CH:18][C:17]([N:20]2[CH2:25][CH2:24][C:23]3[C:26]([C:37]([O:39]CC)=[O:38])=[N:27][N:28]([C:29]4[CH:34]=[CH:33][C:32]([O:35][CH3:36])=[CH:31][CH:30]=4)[C:22]=3[C:21]2=[O:42])=[CH:16][CH:15]=1)([C:6]([CH3:9])([CH3:8])[CH3:7])([CH3:5])[CH3:4].O1CCCC1.O.Cl, predict the reaction product. The product is: [Si:3]([O:10][CH2:11][CH2:12][NH:13][C:14]1[CH:15]=[CH:16][C:17]([N:20]2[CH2:25][CH2:24][C:23]3[C:26]([C:37]([OH:39])=[O:38])=[N:27][N:28]([C:29]4[CH:34]=[CH:33][C:32]([O:35][CH3:36])=[CH:31][CH:30]=4)[C:22]=3[C:21]2=[O:42])=[CH:18][CH:19]=1)([C:6]([CH3:9])([CH3:7])[CH3:8])([CH3:4])[CH3:5]. (2) Given the reactants C(OC(=O)[NH:7][C:8]1[CH:13]=[CH:12][CH:11]=[C:10]([C:14]2([OH:18])[CH2:17][O:16][CH2:15]2)[CH:9]=1)(C)(C)C.OP(O)(O)=O.[OH-].[Na+].C([O-])(O)=O.[Na+], predict the reaction product. The product is: [NH2:7][C:8]1[CH:9]=[C:10]([C:14]2([OH:18])[CH2:17][O:16][CH2:15]2)[CH:11]=[CH:12][CH:13]=1. (3) Given the reactants [Cl:1][C:2]1[CH:3]=[C:4]([C:8]2[C:13]([O:14][CH3:15])=[CH:12][CH:11]=[C:10]([CH2:16][C:17]3[CH:18]=[CH:19][C:20](F)=[N:21][CH:22]=3)[C:9]=2[F:24])[CH:5]=[CH:6][CH:7]=1.[NH:25]1[CH2:28][CH2:27][CH:26]1[C:29]([OH:31])=[O:30].N12CCCN=C1CCCCC2, predict the reaction product. The product is: [Cl:1][C:2]1[CH:3]=[C:4]([C:8]2[C:13]([O:14][CH3:15])=[CH:12][CH:11]=[C:10]([CH2:16][C:17]3[CH:18]=[CH:19][C:20]([N:25]4[CH2:28][CH2:27][CH:26]4[C:29]([OH:31])=[O:30])=[N:21][CH:22]=3)[C:9]=2[F:24])[CH:5]=[CH:6][CH:7]=1.